Predict which catalyst facilitates the given reaction. From a dataset of Catalyst prediction with 721,799 reactions and 888 catalyst types from USPTO. (1) The catalyst class is: 11. Product: [CH:1]1([CH2:4][N:5]([C:23](=[O:24])[C:22]2[CH:26]=[CH:27][CH:28]=[CH:29][C:21]=2[S:20][CH2:18][CH3:19])[C@H:6]2[CH2:10][CH2:9][N:8]([C:11]([O:13][C:14]([CH3:17])([CH3:16])[CH3:15])=[O:12])[CH2:7]2)[CH2:2][CH2:3]1. Reactant: [CH:1]1([CH2:4][NH:5][C@H:6]2[CH2:10][CH2:9][N:8]([C:11]([O:13][C:14]([CH3:17])([CH3:16])[CH3:15])=[O:12])[CH2:7]2)[CH2:3][CH2:2]1.[CH2:18]([S:20][C:21]1[CH:29]=[CH:28][CH:27]=[CH:26][C:22]=1[C:23](O)=[O:24])[CH3:19].C(P1(=O)OP(=O)(CCC)OP(=O)(CCC)O1)CC.C(N(CC)CC)C. (2) The catalyst class is: 120. Product: [CH3:1][C:2]1[N:7]=[C:6]([C:8]([F:11])([F:10])[F:9])[C:5]([C:12]([Cl:18])=[O:14])=[CH:4][CH:3]=1. Reactant: [CH3:1][C:2]1[N:7]=[C:6]([C:8]([F:11])([F:10])[F:9])[C:5]([C:12]([OH:14])=O)=[CH:4][CH:3]=1.C(Cl)(=O)C([Cl:18])=O. (3) Reactant: [F:1][C:2]1[CH:3]=[C:4]2[C:9](=[CH:10][CH:11]=1)[N:8]=[C:7]([CH:12]([NH:14]C(=O)OC(C)(C)C)[CH3:13])[C:6]([C:22]1[CH:27]=[CH:26][CH:25]=[CH:24][CH:23]=1)=[C:5]2[C:28](=[O:33])[NH:29][CH:30]([CH3:32])[CH3:31].Cl.O1CCOCC1.NC(C1C(C2C=CC=CC=2)=C(C(NC(C)C)=O)C2C(=CC=C(F)C=2)N=1)C.[NH2:67][C:68]1[C:73]([C:74]#[N:75])=[C:72](Cl)[N:71]=[CH:70][N:69]=1.CCN(C(C)C)C(C)C. Product: [NH2:67][C:68]1[N:69]=[CH:70][N:71]=[C:72]([NH:14][CH:12]([C:7]2[C:6]([C:22]3[CH:27]=[CH:26][CH:25]=[CH:24][CH:23]=3)=[C:5]([C:28]([NH:29][CH:30]([CH3:31])[CH3:32])=[O:33])[C:4]3[C:9](=[CH:10][CH:11]=[C:2]([F:1])[CH:3]=3)[N:8]=2)[CH3:13])[C:73]=1[C:74]#[N:75]. The catalyst class is: 51. (4) Reactant: [Cl:1][C:2]1[CH:7]=[CH:6][C:5]([C:8]2[S:9][C:10]([CH2:13][OH:14])=[CH:11][N:12]=2)=[CH:4][CH:3]=1.[C:15]1(=O)[CH2:19][CH2:18][C:17](=[O:20])[CH2:16]1.C1(P(C2C=CC=CC=2)C2C=CC=CC=2)C=CC=CC=1.CC(OC(/N=N/C(OC(C)C)=O)=O)C. Product: [Cl:1][C:2]1[CH:3]=[CH:4][C:5]([C:8]2[S:9][C:10]([CH2:13][O:14][C:15]3[CH2:19][CH2:18][C:17](=[O:20])[CH:16]=3)=[CH:11][N:12]=2)=[CH:6][CH:7]=1. The catalyst class is: 1. (5) The catalyst class is: 4. Reactant: FC(F)(F)C(O)=O.C[O:9][C:10](=O)[C:11]1[CH:16]=[C:15]([C:17]2[CH:22]=[C:21]([S:23][CH2:24][CH2:25][NH:26][C:27](=[O:39])[CH2:28][CH2:29][CH2:30][NH:31]C(OC(C)(C)C)=O)[N:20]=[C:19]([NH2:40])[N:18]=2)[C:14]([CH3:41])=[CH:13][C:12]=1[O:42][CH3:43].[OH-].[Li+].Cl.C(OCC)(=O)C.ON1C2C=CC=CC=2N=N1.C(N(C(C)C)CC)(C)C.Cl.C(N=C=NCCCN(C)C)C. Product: [NH2:40][C:19]1[N:20]=[C:21]2[CH:22]=[C:17]([C:15]3[CH:16]=[C:11]([C:10](=[O:9])[NH:31][CH2:30][CH2:29][CH2:28][C:27](=[O:39])[NH:26][CH2:25][CH2:24][S:23]2)[C:12]([O:42][CH3:43])=[CH:13][C:14]=3[CH3:41])[N:18]=1. (6) Reactant: [Cl:1][C:2]1[CH:7]=[CH:6][C:5]([CH:8]([C:21]([N:23]2[CH2:28][CH2:27][N:26]([C:29]3[C:30]4[C@H:37]([CH3:38])[CH2:36][C:35]([OH:40])([CH3:39])[C:31]=4[N:32]=[CH:33][N:34]=3)[CH2:25][CH2:24]2)=[O:22])[CH2:9][N:10]([CH:18]([CH3:20])[CH3:19])C(=O)OC(C)(C)C)=[CH:4][CH:3]=1.[ClH:41].O1CCOCC1. Product: [ClH:1].[ClH:41].[Cl:1][C:2]1[CH:7]=[CH:6][C:5]([CH:8]([CH2:9][NH:10][CH:18]([CH3:20])[CH3:19])[C:21]([N:23]2[CH2:24][CH2:25][N:26]([C:29]3[C:30]4[C@H:37]([CH3:38])[CH2:36][C:35]([OH:40])([CH3:39])[C:31]=4[N:32]=[CH:33][N:34]=3)[CH2:27][CH2:28]2)=[O:22])=[CH:4][CH:3]=1. The catalyst class is: 2. (7) Reactant: [S:1]1[CH:5]=[CH:4][N:3]=[C:2]1[C:6]1[CH:7]=[C:8]([NH2:13])[C:9]([NH2:12])=[CH:10][CH:11]=1.[C:14]([NH:17][C:18]1[CH:26]=[CH:25][C:21]([C:22](Cl)=[O:23])=[CH:20][CH:19]=1)(=[O:16])[CH3:15].CCOC(C)=O. Product: [C:14]([NH:17][C:18]1[CH:26]=[CH:25][C:21]([C:22]([NH:13][C:8]2[CH:7]=[C:6]([C:2]3[S:1][CH:5]=[CH:4][N:3]=3)[CH:11]=[CH:10][C:9]=2[NH2:12])=[O:23])=[CH:20][CH:19]=1)(=[O:16])[CH3:15]. The catalyst class is: 852.